From a dataset of NCI-60 drug combinations with 297,098 pairs across 59 cell lines. Regression. Given two drug SMILES strings and cell line genomic features, predict the synergy score measuring deviation from expected non-interaction effect. Drug 1: C1CCC(C1)C(CC#N)N2C=C(C=N2)C3=C4C=CNC4=NC=N3. Drug 2: C1=NC2=C(N1)C(=S)N=CN2. Cell line: COLO 205. Synergy scores: CSS=4.53, Synergy_ZIP=-0.293, Synergy_Bliss=-7.42, Synergy_Loewe=-34.2, Synergy_HSA=-15.1.